Dataset: Forward reaction prediction with 1.9M reactions from USPTO patents (1976-2016). Task: Predict the product of the given reaction. Given the reactants CC(OC(/N=N/C(OC(C)C)=O)=O)C.[Br:15][C:16]1[CH:17]=[N:18][NH:19][CH:20]=1.O[CH:22]1[CH2:27][CH2:26][CH2:25][N:24]([C:28]([O:30][C:31]([CH3:34])([CH3:33])[CH3:32])=[O:29])[CH2:23]1.C1(P(C2C=CC=CC=2)C2C=CC=CC=2)C=CC=CC=1, predict the reaction product. The product is: [Br:15][C:16]1[CH:17]=[N:18][N:19]([CH:26]2[CH2:27][CH2:22][CH2:23][N:24]([C:28]([O:30][C:31]([CH3:34])([CH3:33])[CH3:32])=[O:29])[CH2:25]2)[CH:20]=1.